From a dataset of Forward reaction prediction with 1.9M reactions from USPTO patents (1976-2016). Predict the product of the given reaction. (1) The product is: [OH:15][CH:13]([CH3:14])[CH:11]([N:10]1[C:5]2=[N:6][CH:7]=[CH:8][CH:9]=[C:4]2[C:3]([C:16]([O:18][C:19]([CH3:22])([CH3:21])[CH3:20])=[O:17])=[C:2]1[CH3:1])[CH3:12]. Given the reactants [CH3:1][C:2]1[N:10]([CH:11]([C:13](=[O:15])[CH3:14])[CH3:12])[C:5]2=[N:6][CH:7]=[CH:8][CH:9]=[C:4]2[C:3]=1[C:16]([O:18][C:19]([CH3:22])([CH3:21])[CH3:20])=[O:17].[BH4-].[Na+].O, predict the reaction product. (2) Given the reactants [F:1][C:2]([F:13])([F:12])[C:3]1[CH:4]=[C:5]([CH:8]=[C:9](F)[CH:10]=1)[C:6]#[N:7].[F:14][C:15]([F:44])([F:43])[O:16][C:17]1[CH:22]=[CH:21][C:20]([C@H:23]([OH:42])[C@@H:24]([C:28]2[CH:41]=[CH:40][C:31]([C:32]([NH:34][CH2:35][CH2:36][C:37]([OH:39])=[O:38])=[O:33])=[CH:30][CH:29]=2)[CH2:25][CH2:26][CH3:27])=[CH:19][CH:18]=1, predict the reaction product. The product is: [F:14][C:15]([F:43])([F:44])[O:16][C:17]1[CH:22]=[CH:21][C:20]([C@H:23]([O:42][C:9]2[CH:10]=[C:3]([C:2]([F:13])([F:12])[F:1])[CH:4]=[C:5]([C:6]#[N:7])[CH:8]=2)[C@@H:24]([C:28]2[CH:29]=[CH:30][C:31]([C:32]([NH:34][CH2:35][CH2:36][C:37]([OH:39])=[O:38])=[O:33])=[CH:40][CH:41]=2)[CH2:25][CH2:26][CH3:27])=[CH:19][CH:18]=1. (3) Given the reactants Br[C:2]1[N:3]=[C:4]([C:9]2[N:13]=[C:12]([C:14]3[CH:19]=[CH:18][CH:17]=[CH:16][CH:15]=3)[O:11][N:10]=2)[C:5]([NH2:8])=[N:6][CH:7]=1.[CH3:20][S:21]([C:24]1[CH:29]=[CH:28][C:27](B(O)O)=[CH:26][CH:25]=1)(=[O:23])=[O:22].C([O-])([O-])=O.[Na+].[Na+], predict the reaction product. The product is: [CH3:20][S:21]([C:24]1[CH:29]=[CH:28][C:27]([C:2]2[N:3]=[C:4]([C:9]3[N:13]=[C:12]([C:14]4[CH:19]=[CH:18][CH:17]=[CH:16][CH:15]=4)[O:11][N:10]=3)[C:5]([NH2:8])=[N:6][CH:7]=2)=[CH:26][CH:25]=1)(=[O:23])=[O:22]. (4) Given the reactants [CH3:1][N:2]([CH3:17])[CH2:3][CH2:4][NH:5][C:6]([C:8]1[C:13]([NH2:14])=[N:12][C:11]([NH2:15])=[C:10]([Cl:16])[N:9]=1)=[O:7].[Br:18][CH2:19][CH2:20][CH2:21][C:22]1[CH:43]=[CH:42][C:25]([O:26][CH2:27][CH2:28][CH2:29][C:30]2[CH:41]=[CH:40][C:33]([O:34][CH2:35][C@@H:36]([OH:39])[CH2:37][OH:38])=[CH:32][CH:31]=2)=[CH:24][CH:23]=1, predict the reaction product. The product is: [Br-:18].[NH2:14][C:13]1[C:8]([C:6]([NH:5][CH2:4][CH2:3][N+:2]([CH2:19][CH2:20][CH2:21][C:22]2[CH:43]=[CH:42][C:25]([O:26][CH2:27][CH2:28][CH2:29][C:30]3[CH:31]=[CH:32][C:33]([O:34][CH2:35][C@@H:36]([OH:39])[CH2:37][OH:38])=[CH:40][CH:41]=3)=[CH:24][CH:23]=2)([CH3:17])[CH3:1])=[O:7])=[N:9][C:10]([Cl:16])=[C:11]([NH2:15])[N:12]=1. (5) The product is: [Cl:15][C:9]1[CH:10]=[C:11]([Cl:14])[CH:12]=[CH:13][C:8]=1[C:6]1[N:7]=[C:2]([CH:29]=[CH2:30])[C:3]([NH:18][C@@H:19]2[C:27]3[C:22](=[CH:23][CH:24]=[CH:25][CH:26]=3)[CH2:21][C@@H:20]2[OH:28])=[N:4][C:5]=1[O:16][CH3:17]. Given the reactants Br[C:2]1[C:3]([NH:18][C@@H:19]2[C:27]3[C:22](=[CH:23][CH:24]=[CH:25][CH:26]=3)[CH2:21][C@@H:20]2[OH:28])=[N:4][C:5]([O:16][CH3:17])=[C:6]([C:8]2[CH:13]=[CH:12][C:11]([Cl:14])=[CH:10][C:9]=2[Cl:15])[N:7]=1.[CH2:29]([Sn](CCCC)(CCCC)C=C)[CH2:30]CC.[F-].[K+], predict the reaction product.